Dataset: Catalyst prediction with 721,799 reactions and 888 catalyst types from USPTO. Task: Predict which catalyst facilitates the given reaction. (1) Reactant: [C:1]([C@@H:5]1[CH2:10][CH2:9][C@H:8]([OH:11])[CH2:7][CH2:6]1)([CH3:4])([CH3:3])[CH3:2].[CH3:12][O:13][C:14]([C:16]1[CH:25]=[CH:24][C:23]2[C:18](=[CH:19][CH:20]=[C:21](O)[CH:22]=2)[CH:17]=1)=[O:15].C1(P(C2C=CC=CC=2)C2C=CC=CC=2)C=CC=CC=1.C1(C)C=CC=CC=1.N(C(OC(C)C)=O)=NC(OC(C)C)=O. Product: [C:1]([C@H:5]1[CH2:6][CH2:7][C@H:8]([O:11][C:21]2[CH:22]=[C:23]3[C:18](=[CH:19][CH:20]=2)[CH:17]=[C:16]([C:14]([O:13][CH3:12])=[O:15])[CH:25]=[CH:24]3)[CH2:9][CH2:10]1)([CH3:4])([CH3:2])[CH3:3]. The catalyst class is: 4. (2) Reactant: [Si:1]([O:8][CH2:9][C:10]1[CH:19]=[CH:18][C:13]([C:14]([O:16]C)=[O:15])=[C:12]([N+:20]([O-:22])=[O:21])[CH:11]=1)([C:4]([CH3:7])([CH3:6])[CH3:5])([CH3:3])[CH3:2].CO.[OH-].[Na+].Cl. Product: [Si:1]([O:8][CH2:9][C:10]1[CH:19]=[CH:18][C:13]([C:14]([OH:16])=[O:15])=[C:12]([N+:20]([O-:22])=[O:21])[CH:11]=1)([C:4]([CH3:7])([CH3:6])[CH3:5])([CH3:3])[CH3:2]. The catalyst class is: 1.